This data is from Catalyst prediction with 721,799 reactions and 888 catalyst types from USPTO. The task is: Predict which catalyst facilitates the given reaction. (1) Reactant: CN(C)CCN(C)C.C([Li])(CC)C.[CH2:14]([N:16]([CH2:26][CH3:27])[C:17](=[O:25])[C:18]1[CH:23]=[CH:22][C:21]([F:24])=[CH:20][CH:19]=1)[CH3:15].[B:28](OC)([O:31]C)[O:29]C. Product: [CH2:26]([N:16]([CH2:14][CH3:15])[C:17]([C:18]1[CH:23]=[CH:22][C:21]([F:24])=[CH:20][C:19]=1[B:28]([OH:31])[OH:29])=[O:25])[CH3:27]. The catalyst class is: 1. (2) Reactant: I[CH2:2][CH3:3].[CH2:4]=[C:5]1[CH2:8][CH:7]([C:9]([OH:11])=[O:10])[CH2:6]1.C(=O)([O-])[O-].[Cs+].[Cs+]. Product: [CH2:4]=[C:5]1[CH2:8][CH:7]([C:9]([O:11][CH2:2][CH3:3])=[O:10])[CH2:6]1. The catalyst class is: 9. (3) Reactant: [F:1][C:2]1[CH:7]=[CH:6][C:5]([C:8]2[CH:13]=[CH:12][C:11]([C@@H:14]([N:16]3[CH2:21][CH2:20][C@:19]([CH2:28][CH2:29][C:30]([NH2:32])=O)([C:22]4[CH:27]=[CH:26][CH:25]=[CH:24][CH:23]=4)[O:18][C:17]3=[O:33])[CH3:15])=[CH:10][CH:9]=2)=[CH:4][CH:3]=1.CCN(C(C)C)C(C)C.C(OC(C(F)(F)F)=O)(C(F)(F)F)=O. Product: [F:1][C:2]1[CH:7]=[CH:6][C:5]([C:8]2[CH:9]=[CH:10][C:11]([C@@H:14]([N:16]3[CH2:21][CH2:20][C@:19]([CH2:28][CH2:29][C:30]#[N:32])([C:22]4[CH:23]=[CH:24][CH:25]=[CH:26][CH:27]=4)[O:18][C:17]3=[O:33])[CH3:15])=[CH:12][CH:13]=2)=[CH:4][CH:3]=1. The catalyst class is: 2. (4) Reactant: C([O:3][C:4](=[O:25])[CH2:5][C:6]1[C:14]2[O:13][CH:12]=[CH:11][C:10]=2[C:9]([O:15][CH2:16][CH2:17][O:18][CH:19]2[CH2:24][CH2:23][CH2:22][CH2:21][O:20]2)=[CH:8][CH:7]=1)C. Product: [O:20]1[CH2:21][CH2:22][CH2:23][CH2:24][CH:19]1[O:18][CH2:17][CH2:16][O:15][C:9]1[C:10]2[CH:11]=[CH:12][O:13][C:14]=2[C:6]([CH2:5][C:4]([OH:25])=[O:3])=[CH:7][CH:8]=1. The catalyst class is: 42. (5) Reactant: C(=[N:8]/[C:9]([CH3:21])([CH3:20])[CH2:10][N:11]([CH3:19])[C:12](=[O:18])[O:13][C:14]([CH3:17])([CH3:16])[CH3:15])\C1C=CC=CC=1.C(O)(=O)CC(CC(O)=O)(C(O)=O)O.C(OCC)(=O)C.C(=O)([O-])O.[Na+]. Product: [NH2:8][C:9]([CH3:21])([CH3:20])[CH2:10][N:11]([CH3:19])[C:12](=[O:18])[O:13][C:14]([CH3:15])([CH3:16])[CH3:17]. The catalyst class is: 7. (6) Reactant: [NH2:1][C:2](=[O:33])[C@@H:3]([NH:5][C:6]1[CH:11]=[C:10]([C:12](=[O:14])[NH2:13])[N:9]=[C:8]([C:15]2[CH:16]=[CH:17][C:18]([O:25][C:26]3[CH:31]=[CH:30][C:29]([F:32])=[CH:28][CH:27]=3)=[C:19]([CH:24]=2)[C:20](OC)=[O:21])[N:7]=1)[CH3:4].[BH4-].[Na+]. Product: [NH2:1][C:2](=[O:33])[C@@H:3]([NH:5][C:6]1[N:7]=[C:8]([C:15]2[CH:16]=[CH:17][C:18]([O:25][C:26]3[CH:27]=[CH:28][C:29]([F:32])=[CH:30][CH:31]=3)=[C:19]([CH2:20][OH:21])[CH:24]=2)[N:9]=[C:10]([C:12]([NH2:13])=[O:14])[CH:11]=1)[CH3:4]. The catalyst class is: 8.